From a dataset of TCR-epitope binding with 47,182 pairs between 192 epitopes and 23,139 TCRs. Binary Classification. Given a T-cell receptor sequence (or CDR3 region) and an epitope sequence, predict whether binding occurs between them. (1) The epitope is TPRVTGGGAM. The TCR CDR3 sequence is CASSQGAVLSYEQYF. Result: 0 (the TCR does not bind to the epitope). (2) The epitope is RLRPGGKKK. The TCR CDR3 sequence is CASSYMSSGDTDTQYF. Result: 0 (the TCR does not bind to the epitope). (3) The epitope is ELAGIGILTV. The TCR CDR3 sequence is CSARGELAAYEQYF. Result: 1 (the TCR binds to the epitope). (4) The epitope is ELAGIGILTV. The TCR CDR3 sequence is CASGDSSMRYTF. Result: 1 (the TCR binds to the epitope). (5) The epitope is LEPLVDLPI. The TCR CDR3 sequence is CASSLDVVVLGVPEAFF. Result: 1 (the TCR binds to the epitope). (6) The epitope is CTELKLSDY. The TCR CDR3 sequence is CASGDQGLPGNTIYF. Result: 0 (the TCR does not bind to the epitope). (7) The epitope is YLNTLTLAV. The TCR CDR3 sequence is CASSPPNRGQEKLFF. Result: 1 (the TCR binds to the epitope). (8) The epitope is YVLDHLIVV. The TCR CDR3 sequence is CASSSPGGAGYEQYF. Result: 0 (the TCR does not bind to the epitope). (9) The epitope is VLQAVGACV. The TCR CDR3 sequence is CASSSGDTGELFF. Result: 0 (the TCR does not bind to the epitope). (10) The epitope is GPGHKARVL. The TCR CDR3 sequence is CSVGMDGVTNEKLFF. Result: 0 (the TCR does not bind to the epitope).